Dataset: Catalyst prediction with 721,799 reactions and 888 catalyst types from USPTO. Task: Predict which catalyst facilitates the given reaction. Reactant: O[CH2:2][C:3]1[CH:8]=[CH:7][C:6]([C:9]2[CH:10]=[CH:11][C:12]([O:15][CH2:16][CH3:17])=[N:13][CH:14]=2)=[CH:5][CH:4]=1.CS(C)=O.N1C(Cl)=NC(Cl)=NC=1[Cl:24]. Product: [Cl:24][CH2:2][C:3]1[CH:8]=[CH:7][C:6]([C:9]2[CH:10]=[CH:11][C:12]([O:15][CH2:16][CH3:17])=[N:13][CH:14]=2)=[CH:5][CH:4]=1. The catalyst class is: 7.